From a dataset of Full USPTO retrosynthesis dataset with 1.9M reactions from patents (1976-2016). Predict the reactants needed to synthesize the given product. (1) Given the product [Cl:15][C:10]1[CH:11]=[CH:12][CH:13]=[CH:14][C:9]=1[CH2:8][C:3]1[C:4]([OH:7])=[N:5][N:6]2[C:19](=[O:20])[CH:18]=[C:17]([C:24]3[CH:29]=[CH:28][N:27]=[CH:26][CH:25]=3)[NH:1][C:2]=12, predict the reactants needed to synthesize it. The reactants are: [NH2:1][C:2]1[CH:3]([CH2:8][C:9]2[CH:14]=[CH:13][CH:12]=[CH:11][C:10]=2[Cl:15])[C:4](=[O:7])[NH:5][N:6]=1.O=[C:17]([C:24]1[CH:29]=[CH:28][N:27]=[CH:26][CH:25]=1)[CH2:18][C:19](OCC)=[O:20]. (2) Given the product [CH:44]1[C:45]2[C:40](=[N:39][C:38]3[C:47]([C:46]=2[NH:48][C:49]2[CH:50]=[C:51]([NH:57][C:58]([CH:59]([NH:61][C:6]([C:5]4[CH:9]=[C:10]([NH:15][C:16]([N:18]5[CH2:19][CH2:20][N:21]([C:24]6[CH:25]=[C:26]([O:32][CH3:33])[CH:27]=[C:28]([O:30][CH3:31])[CH:29]=6)[CH2:22][CH2:23]5)=[O:17])[C:11]([O:13][CH3:14])=[N:12][C:4]=4[CH2:1][CH2:2][CH3:3])=[O:7])[CH3:60])=[O:62])[CH:52]=[C:53]([CH2:55][OH:56])[CH:54]=2)=[CH:34][CH:35]=[CH:36][CH:37]=3)[CH:41]=[CH:42][CH:43]=1, predict the reactants needed to synthesize it. The reactants are: [CH2:1]([C:4]1[N:12]=[C:11]([O:13][CH3:14])[C:10]([NH:15][C:16]([N:18]2[CH2:23][CH2:22][N:21]([C:24]3[CH:29]=[C:28]([O:30][CH3:31])[CH:27]=[C:26]([O:32][CH3:33])[CH:25]=3)[CH2:20][CH2:19]2)=[O:17])=[CH:9][C:5]=1[C:6](O)=[O:7])[CH2:2][CH3:3].[CH:34]1[C:47]2[C:38](=[N:39][C:40]3[C:45]([C:46]=2[NH:48][C:49]2[CH:50]=[C:51]([NH:57][C:58](=[O:62])[CH:59]([NH2:61])[CH3:60])[CH:52]=[C:53]([CH2:55][OH:56])[CH:54]=2)=[CH:44][CH:43]=[CH:42][CH:41]=3)[CH:37]=[CH:36][CH:35]=1. (3) Given the product [F:1][C:2]1[C:3]([CH3:25])=[C:4]([C@:8]2([C:21]([O:23][CH3:24])=[O:22])[CH2:12][CH2:11][C:10]([C:31]3[N:27]([CH3:26])[N:28]=[CH:29][CH:30]=3)=[CH:9]2)[CH:5]=[CH:6][CH:7]=1, predict the reactants needed to synthesize it. The reactants are: [F:1][C:2]1[C:3]([CH3:25])=[C:4]([C@:8]2([C:21]([O:23][CH3:24])=[O:22])[CH2:12][CH2:11][C:10](OS(C(F)(F)F)(=O)=O)=[CH:9]2)[CH:5]=[CH:6][CH:7]=1.[CH3:26][N:27]1[C:31](B(O)O)=[CH:30][CH:29]=[N:28]1.COCCOC. (4) Given the product [CH:1]1([N:4]2[C:9](=[O:10])[C:8]([CH2:11][CH2:12][C:13]3[CH:18]=[CH:17][CH:16]=[CH:15][CH:14]=3)=[C:7]([C:19]3[CH:24]=[CH:23][CH:22]=[CH:21][C:20]=3[OH:25])[N:6]=[C:5]2[CH3:27])[CH2:3][CH2:2]1, predict the reactants needed to synthesize it. The reactants are: [CH:1]1([N:4]2[C:9](=[O:10])[C:8]([CH2:11][CH2:12][C:13]3[CH:18]=[CH:17][CH:16]=[CH:15][CH:14]=3)=[C:7]([C:19]3[CH:24]=[CH:23][CH:22]=[CH:21][C:20]=3[O:25]C)[N:6]=[C:5]2[CH3:27])[CH2:3][CH2:2]1.B(Br)(Br)Br. (5) Given the product [C:93]([C:97]([C:99]([C:105]([F:108])([F:107])[F:106])([C:101]([F:104])([F:103])[F:102])[F:100])([O:114][CH3:115])[F:1])([F:96])([F:95])[F:94], predict the reactants needed to synthesize it. The reactants are: [F-:1].[K+].CCCCCCCCCC[N+](CCCCCCCCCC)(CCCCCCCCCC)C.CCCCCCCCC[N+](CCCCCCCCC)(CCCCCCCCC)C.CCCCCCCC[N+](CCCCCCCC)(CCCCCCCC)C.[Cl-].[Cl-].[Cl-].[C:93]([C:97]([C:99]([C:105]([F:108])([F:107])[F:106])([C:101]([F:104])([F:103])[F:102])[F:100])=O)([F:96])([F:95])[F:94].S([O:114][CH3:115])(OC)(=O)=O.[OH-].[K+]. (6) Given the product [Br:1][C:2]1[CH:9]=[CH:8][C:5]([CH2:6][N:10]2[CH2:14][CH2:13][CH2:12][CH2:11]2)=[CH:4][CH:3]=1, predict the reactants needed to synthesize it. The reactants are: [Br:1][C:2]1[CH:9]=[CH:8][C:5]([CH2:6]Br)=[CH:4][CH:3]=1.[NH:10]1[CH2:14][CH2:13][CH2:12][CH2:11]1.C(N(C(C)C)C(C)C)C.